This data is from Catalyst prediction with 721,799 reactions and 888 catalyst types from USPTO. The task is: Predict which catalyst facilitates the given reaction. (1) Reactant: [N:1]([CH:4]1[CH2:10][CH2:9][N:8]([C:11]2[N:15]([CH3:16])[N:14]=[CH:13][C:12]=2[N+:17]([O-:19])=[O:18])[CH2:7][C:6]([CH3:21])([OH:20])[CH2:5]1)=[N+]=[N-].[H-].[Na+].CI.[C:26]1(P(C2C=CC=CC=2)C2C=CC=CC=2)C=CC=CC=1.CCN(C(C)C)C(C)C.[C:54]([O:58][C:59](O[C:59]([O:58][C:54]([CH3:57])([CH3:56])[CH3:55])=[O:60])=[O:60])([CH3:57])([CH3:56])[CH3:55]. Product: [CH3:26][O:20][C:6]1([CH3:21])[CH2:7][N:8]([C:11]2[N:15]([CH3:16])[N:14]=[CH:13][C:12]=2[N+:17]([O-:19])=[O:18])[CH2:9][CH2:10][CH:4]([NH:1][C:59](=[O:60])[O:58][C:54]([CH3:57])([CH3:56])[CH3:55])[CH2:5]1. The catalyst class is: 18. (2) Reactant: C([C@@H]([C@H](C(O)=O)O)O)(O)=O.[NH:11]1[CH2:21][CH2:20][CH2:19][C@@H:13]([C:14]([O:16][CH2:17][CH3:18])=[O:15])[CH2:12]1.C(=O)(O)[O-].[Na+].[Cl:27][C:28]1[CH:33]=[CH:32][C:31]([C:34]2([C:38](Cl)=[O:39])[CH2:37][CH2:36][CH2:35]2)=[CH:30][CH:29]=1. Product: [CH2:17]([O:16][C:14]([C@@H:13]1[CH2:19][CH2:20][CH2:21][N:11]([C:38]([C:34]2([C:31]3[CH:30]=[CH:29][C:28]([Cl:27])=[CH:33][CH:32]=3)[CH2:35][CH2:36][CH2:37]2)=[O:39])[CH2:12]1)=[O:15])[CH3:18]. The catalyst class is: 4. (3) Reactant: P([O-])([O-])([O-])=O.[K+].[K+].[K+].Cl[C:10]1[CH:11]=[CH:12][C:13]2[N:19]3[CH2:20][C@H:16]([CH2:17][CH2:18]3)[N:15]([C:21]([NH:23][C:24]3[CH:25]=[N:26][CH:27]=[CH:28][CH:29]=3)=[O:22])[C:14]=2[N:30]=1.[F:31][C:32]1[C:33]([CH3:47])=[N:34][CH:35]=[C:36](B2OC(C)(C)C(C)(C)O2)[CH:37]=1.CC(C1C=C(C(C)C)C(C2C=CC=CC=2P(C2CCCCC2)C2CCCCC2)=C(C(C)C)C=1)C. Product: [F:31][C:32]1[CH:37]=[C:36]([C:10]2[CH:11]=[CH:12][C:13]3[N:19]4[CH2:20][C@H:16]([CH2:17][CH2:18]4)[N:15]([C:21]([NH:23][C:24]4[CH:25]=[N:26][CH:27]=[CH:28][CH:29]=4)=[O:22])[C:14]=3[N:30]=2)[CH:35]=[N:34][C:33]=1[CH3:47]. The catalyst class is: 333. (4) Reactant: [CH3:1][C:2]1[CH:3]=[C:4]([C:11]([OH:13])=[O:12])[CH:5]=[C:6]([CH:10]=1)[C:7]([OH:9])=[O:8].[CH2:14]1COCC1.OS(O)(=O)=O. Product: [CH3:14][O:12][C:11]([C:4]1[CH:5]=[C:6]([CH:10]=[C:2]([CH3:1])[CH:3]=1)[C:7]([OH:9])=[O:8])=[O:13]. The catalyst class is: 24. (5) Reactant: [H-].[Na+].[I:3][C:4]1[CH:9]=[C:8]([C:10]2([C:16]3[CH:21]=[CH:20][CH:19]=[CH:18][CH:17]=3)[CH2:15][CH2:14][CH2:13][CH2:12][CH2:11]2)[CH:7]=[CH:6][C:5]=1[OH:22].[CH3:23]I. Product: [I:3][C:4]1[CH:9]=[C:8]([C:10]2([C:16]3[CH:17]=[CH:18][CH:19]=[CH:20][CH:21]=3)[CH2:11][CH2:12][CH2:13][CH2:14][CH2:15]2)[CH:7]=[CH:6][C:5]=1[O:22][CH3:23]. The catalyst class is: 3. (6) Reactant: [Cl:1][C:2]1[C:3]2[CH:18]=[C:17]([O:19][CH3:20])[C:16]([OH:21])=[CH:15][C:4]=2[S:5][C:6]=1[C:7]([N:9]1[CH2:14][CH2:13][O:12][CH2:11][CH2:10]1)=[O:8].[Br:22]Br.O. Product: [Br:22][C:15]1[C:4]2[S:5][C:6]([C:7]([N:9]3[CH2:10][CH2:11][O:12][CH2:13][CH2:14]3)=[O:8])=[C:2]([Cl:1])[C:3]=2[CH:18]=[C:17]([O:19][CH3:20])[C:16]=1[OH:21]. The catalyst class is: 15.